Dataset: CYP2C19 inhibition data for predicting drug metabolism from PubChem BioAssay. Task: Regression/Classification. Given a drug SMILES string, predict its absorption, distribution, metabolism, or excretion properties. Task type varies by dataset: regression for continuous measurements (e.g., permeability, clearance, half-life) or binary classification for categorical outcomes (e.g., BBB penetration, CYP inhibition). Dataset: cyp2c19_veith. (1) The result is 0 (non-inhibitor). The compound is CCOc1ccc(C(=O)CCC(=O)O)cc1. (2) The compound is CC(=O)N1CCC2(CC1)CN(c1ccncc1)C2. The result is 0 (non-inhibitor). (3) The molecule is O=C1Nc2ccccc2Nc2ncccc21. The result is 0 (non-inhibitor). (4) The compound is C=CC[C@@H]1C=C[C@@H](O/N=C\C[C@@H]2C=C[C@H](OC(C)=O)[C@H](COC(C)=O)O2)[C@@H](CO)O1. The result is 0 (non-inhibitor). (5) The molecule is Clc1ccccc1-c1nc(-n2ccnc2)c2ccccc2n1. The result is 1 (inhibitor). (6) The drug is CC1(C)S[C@@H]2[C@H](NC(=O)Cc3ccccc3)C(=O)N2[C@H]1C(=O)[O-].[Na+]. The result is 0 (non-inhibitor). (7) The drug is CC(C)(C)C(=O)Nc1ccnc(-c2cccnc2)n1. The result is 1 (inhibitor). (8) The molecule is Cc1[nH]c2ccccc2c1C(=O)CN1CCN(C(=O)c2ccco2)CC1. The result is 1 (inhibitor). (9) The molecule is Nc1nc(Cl)cc(N2CCC(c3cc(-c4ccc(Cl)cc4Cl)n[nH]3)CC2)n1. The result is 1 (inhibitor).